The task is: Predict the reactants needed to synthesize the given product.. This data is from Full USPTO retrosynthesis dataset with 1.9M reactions from patents (1976-2016). (1) Given the product [Br:8][C:9]1[C:10]([O:22][C:23]2[C:30]([CH3:31])=[CH:29][C:26]([C:27]#[N:28])=[CH:25][C:24]=2[CH3:32])=[N:11][C:12]([NH:15][CH:16]2[CH2:17][CH2:18][N:19]([CH:34]([C:36]3[CH:41]=[CH:40][CH:39]=[CH:38][CH:37]=3)[CH3:35])[CH2:20][CH2:21]2)=[N:13][CH:14]=1, predict the reactants needed to synthesize it. The reactants are: C(O)(C(F)(F)F)=O.[Br:8][C:9]1[C:10]([O:22][C:23]2[C:30]([CH3:31])=[CH:29][C:26]([C:27]#[N:28])=[CH:25][C:24]=2[CH3:32])=[N:11][C:12]([NH:15][CH:16]2[CH2:21][CH2:20][NH:19][CH2:18][CH2:17]2)=[N:13][CH:14]=1.Br[CH:34]([C:36]1[CH:41]=[CH:40][CH:39]=[CH:38][CH:37]=1)[CH3:35]. (2) Given the product [Cl:8][C:7]1[CH:6]=[CH:5][C:4]([NH:9][C:10](=[O:22])[C:11]2[CH:16]=[CH:15][C:14]([C:17]([F:20])([F:19])[F:18])=[N:13][C:12]=2[CH3:21])=[CH:3][C:2]=1[NH:1][C:28](=[O:29])[C:27]1[CH:31]=[CH:32][C:24]([F:23])=[CH:25][CH:26]=1, predict the reactants needed to synthesize it. The reactants are: [NH2:1][C:2]1[CH:3]=[C:4]([NH:9][C:10](=[O:22])[C:11]2[CH:16]=[CH:15][C:14]([C:17]([F:20])([F:19])[F:18])=[N:13][C:12]=2[CH3:21])[CH:5]=[CH:6][C:7]=1[Cl:8].[F:23][C:24]1[CH:32]=[CH:31][C:27]([C:28](O)=[O:29])=[CH:26][CH:25]=1. (3) The reactants are: [CH:1]1([C@:4]([OH:32])([CH3:31])[CH2:5][NH:6][C:7]([C:9]2[CH:14]=[N:13][C:12]([C:15]#[C:16][Si](CC)(CC)CC)=[C:11]([C:24]3[CH:29]=[CH:28][C:27]([Cl:30])=[CH:26][CH:25]=3)[N:10]=2)=[O:8])[CH2:3][CH2:2]1.[F-].[NH4+]. Given the product [CH:1]1([C@:4]([OH:32])([CH3:31])[CH2:5][NH:6][C:7]([C:9]2[CH:14]=[N:13][C:12]([C:15]#[CH:16])=[C:11]([C:24]3[CH:29]=[CH:28][C:27]([Cl:30])=[CH:26][CH:25]=3)[N:10]=2)=[O:8])[CH2:3][CH2:2]1, predict the reactants needed to synthesize it. (4) Given the product [O:5]1[CH2:10][CH2:9][NH:8][C:7]2[N:11]=[CH:12][C:13](/[CH:15]=[CH:16]/[C:17]([N:31]([CH3:32])[CH2:30][C:22]3[N:21]([CH3:20])[C:29]4[C:24]([CH:23]=3)=[CH:25][CH:26]=[CH:27][CH:28]=4)=[O:19])=[CH:14][C:6]1=2, predict the reactants needed to synthesize it. The reactants are: C(Cl)CCl.[O:5]1[CH2:10][CH2:9][NH:8][C:7]2[N:11]=[CH:12][C:13](/[CH:15]=[CH:16]/[C:17]([OH:19])=O)=[CH:14][C:6]1=2.[CH3:20][N:21]1[C:29]2[C:24](=[CH:25][CH:26]=[CH:27][CH:28]=2)[CH:23]=[C:22]1[CH2:30][NH:31][CH3:32].C1C=CC2N(O)N=NC=2C=1.O.CCN(CC)CC. (5) Given the product [Cl:23][C:2]1=[N:3][C:4]2[CH:16]=[C:15]([C:17]([O:19][CH3:20])=[O:18])[CH:14]=[CH:13][C:5]=2[O:6][C:7]2[CH:12]=[CH:11][CH:10]=[CH:9][C:8]1=2, predict the reactants needed to synthesize it. The reactants are: O=[C:2]1[C:8]2[CH:9]=[CH:10][CH:11]=[CH:12][C:7]=2[O:6][C:5]2[CH:13]=[CH:14][C:15]([C:17]([O:19][CH3:20])=[O:18])=[CH:16][C:4]=2[NH:3]1.O=P(Cl)(Cl)[Cl:23]. (6) Given the product [Cl:26][C:7]1[CH:8]=[C:9]([O:12][CH2:13][C:14]2[N:15]=[C:16]([C:19]3[CH:24]=[CH:23][C:22]([Cl:25])=[CH:21][CH:20]=3)[S:17][CH:18]=2)[CH:10]=[CH:11][C:6]=1[CH2:5][C@H:4]([O:27][CH2:28][CH3:29])[C:3]([OH:30])=[O:2], predict the reactants needed to synthesize it. The reactants are: C[O:2][C:3](=[O:30])[C@@H:4]([O:27][CH2:28][CH3:29])[CH2:5][C:6]1[CH:11]=[CH:10][C:9]([O:12][CH2:13][C:14]2[N:15]=[C:16]([C:19]3[CH:24]=[CH:23][C:22]([Cl:25])=[CH:21][CH:20]=3)[S:17][CH:18]=2)=[CH:8][C:7]=1[Cl:26].[Li+].[OH-]. (7) Given the product [O:31]=[C:22]1[N:21]([CH2:32][CH2:33][CH3:34])[C:20]2[N:19]=[C:18]([C:15]3[CH:14]=[CH:13][C:12]([O:11][CH2:10][CH:8]4[CH2:7][N:6]([CH2:35][C:36]5[CH:41]=[CH:40][CH:39]=[C:38]([C:42]([F:44])([F:45])[F:43])[CH:37]=5)[CH:5]([C:3]([OH:4])=[O:2])[CH2:9]4)=[CH:17][CH:16]=3)[NH:26][C:25]=2[C:24](=[O:27])[N:23]1[CH2:28][CH2:29][CH3:30], predict the reactants needed to synthesize it. The reactants are: C[O:2][C:3]([CH:5]1[CH2:9][CH:8]([CH2:10][O:11][C:12]2[CH:17]=[CH:16][C:15]([C:18]3[NH:26][C:25]4[C:24](=[O:27])[N:23]([CH2:28][CH2:29][CH3:30])[C:22](=[O:31])[N:21]([CH2:32][CH2:33][CH3:34])[C:20]=4[N:19]=3)=[CH:14][CH:13]=2)[CH2:7][N:6]1[CH2:35][C:36]1[CH:41]=[CH:40][CH:39]=[C:38]([C:42]([F:45])([F:44])[F:43])[CH:37]=1)=[O:4].[Li+].[OH-].